Dataset: Orexin1 receptor HTS with 218,158 compounds and 233 confirmed actives. Task: Binary Classification. Given a drug SMILES string, predict its activity (active/inactive) in a high-throughput screening assay against a specified biological target. (1) The compound is O=C(Nc1c(O)cc([N+]([O-])=O)cc1)C1C(C1)(c1ccc(cc1)C)c1ccc(cc1)C. The result is 0 (inactive). (2) The drug is s1c(C(=O)C2CN(CCC2)Cc2n(ccc2)c2ncccc2)c(cc1)C. The result is 0 (inactive). (3) The compound is s1c(N(CCCN(C)C)C(=O)c2ccc(S(=O)(=O)N(C)C)cc2)nc2c1ccc(c2C)C. The result is 0 (inactive). (4) The compound is Clc1cc(CC(=O)Nc2cc(S(=O)(=O)N3CCOCC3)ccc2)ccc1Cl. The result is 0 (inactive). (5) The compound is S1C(N(CC1)C(=O)c1cc2c(oc1=O)cccc2)c1occc1. The result is 0 (inactive). (6) The drug is S(=O)(=O)(Cc1noc(c1C(=O)NCCCC)C(=O)NCCCC)c1ncccc1. The result is 0 (inactive).